This data is from Reaction yield outcomes from USPTO patents with 853,638 reactions. The task is: Predict the reaction yield, written as a fraction of the theoretical maximum amount of product (1.0 means a 100% yield; for example, 0.34 means a 34% yield). (1) The reactants are CO[C:3]([C:5]1[NH:6][N:7]=[C:8]([O:10][CH2:11][C:12]2[C:13]([C:18]3[CH:23]=[CH:22][CH:21]=[CH:20][CH:19]=3)=[N:14][O:15][C:16]=2[CH3:17])[CH:9]=1)=[O:4].[NH2:24][CH:25]1[CH2:29][CH2:28][O:27][CH2:26]1. No catalyst specified. The product is [O:27]1[CH2:28][CH2:29][CH:25]([NH:24][C:3]([C:5]2[NH:6][N:7]=[C:8]([O:10][CH2:11][C:12]3[C:13]([C:18]4[CH:19]=[CH:20][CH:21]=[CH:22][CH:23]=4)=[N:14][O:15][C:16]=3[CH3:17])[CH:9]=2)=[O:4])[CH2:26]1. The yield is 0.330. (2) The reactants are Br[C:2]1[N:6]([CH2:7][C:8]2[CH:13]=[CH:12][C:11]([O:14][CH3:15])=[CH:10][CH:9]=2)[N:5]=[C:4]([CH2:16][O:17][CH3:18])[N:3]=1.[Cl:19][C:20]1[CH:25]=[C:24]([NH2:26])[CH:23]=[C:22]([Cl:27])[N:21]=1.CC([O-])(C)C.[Na+]. The catalyst is CN(C=O)C. The product is [Cl:19][C:20]1[CH:25]=[C:24]([NH:26][C:2]2[N:6]([CH2:7][C:8]3[CH:13]=[CH:12][C:11]([O:14][CH3:15])=[CH:10][CH:9]=3)[N:5]=[C:4]([CH2:16][O:17][CH3:18])[N:3]=2)[CH:23]=[C:22]([Cl:27])[N:21]=1. The yield is 0.120.